From a dataset of Catalyst prediction with 721,799 reactions and 888 catalyst types from USPTO. Predict which catalyst facilitates the given reaction. (1) Reactant: [F:1][C:2]1[CH:3]=[C:4]([N:14]2[CH2:18][C@H:17]([CH2:19][NH:20][C:21](=[S:24])[O:22][CH3:23])[O:16][C:15]2=[O:25])[CH:5]=[CH:6][C:7]=1[N:8]1[CH2:13][CH2:12][NH:11][CH2:10][CH2:9]1.[O:26]1[C:30]2[CH:31]=[CH:32][CH:33]=[CH:34][C:29]=2[CH:28]=[C:27]1[C:35](O)=[O:36].O.ON1C2C=CC=CC=2N=N1.Cl.C(N=C=NCCCN(C)C)C.C(N(CC)CC)C. Product: [O:26]1[C:30]2[CH:31]=[CH:32][CH:33]=[CH:34][C:29]=2[CH:28]=[C:27]1[C:35]([N:11]1[CH2:10][CH2:9][N:8]([C:7]2[CH:6]=[CH:5][C:4]([N:14]3[CH2:18][C@H:17]([CH2:19][NH:20][C:21](=[S:24])[O:22][CH3:23])[O:16][C:15]3=[O:25])=[CH:3][C:2]=2[F:1])[CH2:13][CH2:12]1)=[O:36]. The catalyst class is: 18. (2) Reactant: C([O:4][CH2:5][C@@H:6]([N:23]([CH2:31][C@H:32]([O:41]C(=O)C)[CH2:33][O:34][C:35]1[CH:40]=[CH:39][CH:38]=[CH:37][CH:36]=1)[CH2:24][C:25]1[CH:30]=[CH:29][CH:28]=[CH:27][CH:26]=1)[CH2:7][C:8]1[CH:13]=[CH:12][C:11]([NH:14][C:15](=[O:22])[C:16]2[CH:21]=[CH:20][CH:19]=[CH:18][CH:17]=2)=[CH:10][CH:9]=1)(=O)C.[H-].[Na+].I[CH3:48]. Product: [CH2:24]([N:23]([C@H:6]([CH2:5][OH:4])[CH2:7][C:8]1[CH:9]=[CH:10][C:11]([N:14]([CH3:48])[C:15](=[O:22])[C:16]2[CH:21]=[CH:20][CH:19]=[CH:18][CH:17]=2)=[CH:12][CH:13]=1)[CH2:31][C@H:32]([OH:41])[CH2:33][O:34][C:35]1[CH:40]=[CH:39][CH:38]=[CH:37][CH:36]=1)[C:25]1[CH:30]=[CH:29][CH:28]=[CH:27][CH:26]=1. The catalyst class is: 7.